The task is: Predict the product of the given reaction.. This data is from Forward reaction prediction with 1.9M reactions from USPTO patents (1976-2016). (1) Given the reactants C(=O)([O-])[O-].[K+].[K+].[CH2:7]([CH:9]([C:17]([O-:19])=[O:18])[C:10]([O:12][C:13]([CH3:16])([CH3:15])[CH3:14])=[O:11])[CH3:8].[C:20]([C:22]1[C:23]([C:32]2[CH:37]=[CH:36][CH:35]=[C:34]([N+:38]([O-:40])=[O:39])[CH:33]=2)=[N:24][C:25]([S:30][CH3:31])=[N:26][C:27]=1C=C)#[N:21].[CH3:41][CH2:42]O, predict the reaction product. The product is: [C:20]([C:22]1[C:23]([C:32]2[CH:37]=[CH:36][CH:35]=[C:34]([N+:38]([O-:40])=[O:39])[CH:33]=2)=[N:24][C:25]([S:30][CH3:31])=[N:26][C:27]=1[CH2:8][CH2:7][CH:9]([C:17]([O:19][CH2:41][CH3:42])=[O:18])[C:10]([O:12][C:13]([CH3:15])([CH3:14])[CH3:16])=[O:11])#[N:21]. (2) Given the reactants [O:1]1[C:5]2[CH:6]=[CH:7][C:8]([CH2:10][NH:11][CH2:12][C:13]3[C:14]([CH2:38][OH:39])=[C:15]([O:30]CC4C=CC=CC=4)[C:16]([C:19]([NH:21][O:22]CC4C=CC=CC=4)=[O:20])=[N:17][CH:18]=3)=[CH:9][C:4]=2[O:3][CH2:2]1, predict the reaction product. The product is: [O:1]1[C:5]2[CH:6]=[CH:7][C:8]([CH2:10][NH:11][CH2:12][C:13]3[C:14]([CH2:38][OH:39])=[C:15]([OH:30])[C:16]([C:19]([NH:21][OH:22])=[O:20])=[N:17][CH:18]=3)=[CH:9][C:4]=2[O:3][CH2:2]1. (3) The product is: [CH:1]1([N:4]2[CH2:9][CH2:8][CH:7]([O:10][C:17]3[CH:16]=[CH:15][C:14]([N+:11]([O-:13])=[O:12])=[CH:19][N:18]=3)[CH2:6][CH2:5]2)[CH2:3][CH2:2]1. Given the reactants [CH:1]1([N:4]2[CH2:9][CH2:8][CH:7]([OH:10])[CH2:6][CH2:5]2)[CH2:3][CH2:2]1.[N+:11]([C:14]1[CH:15]=[CH:16][C:17](Cl)=[N:18][CH:19]=1)([O-:13])=[O:12].[H-].[Na+], predict the reaction product. (4) The product is: [C:1]([O:9][CH2:10][C@@H:11]1[CH2:15][C@@H:14]([N:26]2[CH2:30][CH2:29][CH2:28][CH2:27]2)[CH:13]([O:24][CH3:25])[O:12]1)(=[O:8])[C:2]1[CH:7]=[CH:6][CH:5]=[CH:4][CH:3]=1. Given the reactants [C:1]([O:9][CH2:10][C@@H:11]1[CH2:15][C@H:14](OS(C(F)(F)F)(=O)=O)[CH:13]([O:24][CH3:25])[O:12]1)(=[O:8])[C:2]1[CH:7]=[CH:6][CH:5]=[CH:4][CH:3]=1.[NH:26]1[CH2:30][CH2:29][CH2:28][CH2:27]1.O, predict the reaction product.